Predict which catalyst facilitates the given reaction. From a dataset of Catalyst prediction with 721,799 reactions and 888 catalyst types from USPTO. (1) Reactant: [C:1]([NH:4][C:5]1[CH:6]=[N:7][C:8]2[C:13]([CH:14]=1)=[CH:12][CH:11]=[CH:10][CH:9]=2)(=[O:3])[CH3:2].C(Cl)(Cl)Cl. Product: [C:1]([NH:4][CH:5]1[CH2:14][C:13]2[C:8](=[CH:9][CH:10]=[CH:11][CH:12]=2)[NH:7][CH2:6]1)(=[O:3])[CH3:2]. The catalyst class is: 15. (2) The catalyst class is: 24. Reactant: [Cl:1][C:2]1[C:12]([O:13][CH2:14][CH2:15][N:16]2[CH:20]=[N:19][N:18]=[N:17]2)=[C:11]([Cl:21])[CH:10]=[CH:9][C:3]=1[C:4]([O:6]CC)=[O:5].[OH-].[Na+]. Product: [Cl:1][C:2]1[C:12]([O:13][CH2:14][CH2:15][N:16]2[CH:20]=[N:19][N:18]=[N:17]2)=[C:11]([Cl:21])[CH:10]=[CH:9][C:3]=1[C:4]([OH:6])=[O:5].